From a dataset of Full USPTO retrosynthesis dataset with 1.9M reactions from patents (1976-2016). Predict the reactants needed to synthesize the given product. The reactants are: [CH3:1][O:2][C:3](=[O:12])[CH2:4][C:5]1[CH:6]=[N:7][CH:8]=[C:9](Br)[CH:10]=1.C1(P(C2CCCCC2)C2C=CC=CC=2C2C(OC)=CC=CC=2OC)CCCCC1.P([O-])([O-])([O-])=O.[K+].[K+].[K+].[CH2:50]([C:52]([C:71]1[CH:76]=[CH:75][C:74](/[CH:77]=[CH:78]/[C:79]2([OH:85])[CH2:84][CH2:83][S:82][CH2:81][CH2:80]2)=[C:73]([CH3:86])[CH:72]=1)([C:55]1[CH:60]=[CH:59][C:58](B2OC(C)(C)C(C)(C)O2)=[C:57]([CH3:70])[CH:56]=1)[CH2:53][CH3:54])[CH3:51]. Given the product [CH3:1][O:2][C:3](=[O:12])[CH2:4][C:5]1[CH:6]=[N:7][CH:8]=[C:9]([C:58]2[CH:59]=[CH:60][C:55]([C:52]([CH2:53][CH3:54])([C:71]3[CH:76]=[CH:75][C:74](/[CH:77]=[CH:78]/[C:79]4([OH:85])[CH2:84][CH2:83][S:82][CH2:81][CH2:80]4)=[C:73]([CH3:86])[CH:72]=3)[CH2:50][CH3:51])=[CH:56][C:57]=2[CH3:70])[CH:10]=1, predict the reactants needed to synthesize it.